From a dataset of M1 muscarinic receptor antagonist screen with 61,756 compounds. Binary Classification. Given a drug SMILES string, predict its activity (active/inactive) in a high-throughput screening assay against a specified biological target. (1) The molecule is S(c1n(c(nn1)CNC(=O)c1cc(ccc1)C)CC)CC(=O)Nc1cc(OC)ccc1. The result is 0 (inactive). (2) The compound is Clc1c(c2sc3n(n2)c(nn3)Cn2c3c(nc2)cccc3)cccc1. The result is 0 (inactive). (3) The result is 0 (inactive). The molecule is S(=O)(=O)(N1CCN(S(=O)(=O)c2ccc(NC(=O)C)cc2)CC1)N1CCCCCC1. (4) The drug is s1c(n(CC(=O)Nc2cc3CCCc3cc2)cc1)=N. The result is 0 (inactive). (5) The molecule is O1C2(NC(=O)C(C(C2)c2c1cccc2)C(=O)NCc1ccccc1)C. The result is 0 (inactive). (6) The drug is Clc1ccc(S(=O)(=O)N2C(CCC2)C(=O)N2CC(OC(C2)C)C)cc1. The result is 0 (inactive). (7) The compound is Clc1ccc(S(=O)(=O)Nc2nn(c(c2)C)CC(=O)NCc2occc2)cc1. The result is 0 (inactive).